Dataset: Forward reaction prediction with 1.9M reactions from USPTO patents (1976-2016). Task: Predict the product of the given reaction. (1) Given the reactants [C:1]([C:3]1[CH:4]=[CH:5][C:6]([OH:29])=[C:7]([S:9]([N:12]([CH2:24][C:25]([NH:27][NH2:28])=[O:26])[CH2:13][CH2:14][C:15]2[CH:20]=[CH:19][C:18]([CH:21]([CH3:23])[CH3:22])=[CH:17][CH:16]=2)(=[O:11])=[O:10])[CH:8]=1)#[N:2].Cl[C:31](Cl)([O:33]C(=O)OC(Cl)(Cl)Cl)Cl.O, predict the reaction product. The product is: [C:1]([C:3]1[CH:4]=[CH:5][C:6]([OH:29])=[C:7]([S:9]([N:12]([CH2:13][CH2:14][C:15]2[CH:20]=[CH:19][C:18]([CH:21]([CH3:23])[CH3:22])=[CH:17][CH:16]=2)[CH2:24][C:25]2[O:26][C:31](=[O:33])[NH:28][N:27]=2)(=[O:11])=[O:10])[CH:8]=1)#[N:2]. (2) Given the reactants [CH3:1][CH2:2][CH2:3][CH2:4][N:5]1[C@H:10]([C:11]([NH:13][C:14]2[C:15]([CH3:21])=[CH:16][CH:17]=[CH:18][C:19]=2[CH3:20])=[O:12])[CH2:9][CH2:8][CH2:7][CH2:6]1.Cl.C(=O)([O-])ON1C(=O)CCC1=O.C(=O)([O-])[O-], predict the reaction product. The product is: [CH3:1][CH2:2][CH2:3][CH2:4][N:5]1[C@H:10]([C:11]([NH:13][C:14]2[C:15]([CH3:21])=[CH:16][CH:17]=[CH:18][C:19]=2[CH3:20])=[O:12])[CH2:9][CH2:8][CH2:7][CH2:6]1. (3) Given the reactants [C:1]([C:5]1[CH:10]=[CH:9][C:8]([NH:11][C:12]2[N:17]=[C:16]([NH2:18])[N:15]=[C:14](Cl)[N:13]=2)=[CH:7][CH:6]=1)([CH3:4])([CH3:3])[CH3:2].[F:20][C:21]1[CH:26]=[CH:25][CH:24]=[CH:23][C:22]=1[CH2:27][OH:28].[H-].[Na+], predict the reaction product. The product is: [C:1]([C:5]1[CH:10]=[CH:9][C:8]([NH:11][C:12]2[N:17]=[C:16]([NH2:18])[N:15]=[C:14]([O:28][CH2:27][C:22]3[CH:23]=[CH:24][CH:25]=[CH:26][C:21]=3[F:20])[N:13]=2)=[CH:7][CH:6]=1)([CH3:4])([CH3:3])[CH3:2]. (4) Given the reactants [C:1]([O:5][C:6](=[O:36])[NH:7][C:8]1([C:12]2[CH:17]=[CH:16][C:15]([C:18]3[C:27](=[O:28])[C:26]4[C:21](=[CH:22][CH:23]=[C:24]([F:29])[CH:25]=4)[O:20][C:19]=3[C:30]3[CH:35]=[CH:34][CH:33]=[CH:32][CH:31]=3)=[CH:14][CH:13]=2)[CH2:11][CH2:10][CH2:9]1)([CH3:4])([CH3:3])[CH3:2].[F:37]C1C=C2C(=CC=1F)OC(C1C=CC=CC=1)=C(I)C2=O, predict the reaction product. The product is: [C:1]([O:5][C:6](=[O:36])[NH:7][C:8]1([C:12]2[CH:13]=[CH:14][C:15]([C:18]3[C:27](=[O:28])[C:26]4[C:21](=[CH:22][C:23]([F:37])=[C:24]([F:29])[CH:25]=4)[O:20][C:19]=3[C:30]3[CH:31]=[CH:32][CH:33]=[CH:34][CH:35]=3)=[CH:16][CH:17]=2)[CH2:11][CH2:10][CH2:9]1)([CH3:4])([CH3:2])[CH3:3].